From a dataset of Full USPTO retrosynthesis dataset with 1.9M reactions from patents (1976-2016). Predict the reactants needed to synthesize the given product. (1) Given the product [CH2:1]([O:3][C:4](=[O:16])[CH2:5][O:6][C:7]1[CH:12]=[CH:11][C:10]([NH2:13])=[CH:9][CH:8]=1)[CH3:2], predict the reactants needed to synthesize it. The reactants are: [CH2:1]([O:3][C:4](=[O:16])[CH2:5][O:6][C:7]1[CH:12]=[CH:11][C:10]([N+:13]([O-])=O)=[CH:9][CH:8]=1)[CH3:2].C(OCC)(=O)C.CO. (2) Given the product [F:1][C:2]1[C:7]([C:8]([C:9]2[CH:10]=[C:11]3[C:16](=[CH:17][CH:18]=2)[N:15]=[CH:14][C:13]([N:19]2[CH2:20][CH2:21][O:22][CH2:23][CH2:24]2)=[N:12]3)=[O:25])=[C:6]([F:26])[C:5]([F:27])=[CH:4][C:3]=1[NH:28][C:29](=[O:34])[C:30]([CH3:32])([CH3:31])[CH3:33], predict the reactants needed to synthesize it. The reactants are: [F:1][C:2]1[C:7]([CH:8]([OH:25])[C:9]2[CH:10]=[C:11]3[C:16](=[CH:17][CH:18]=2)[N:15]=[CH:14][C:13]([N:19]2[CH2:24][CH2:23][O:22][CH2:21][CH2:20]2)=[N:12]3)=[C:6]([F:26])[C:5]([F:27])=[CH:4][C:3]=1[NH:28][C:29](=[O:34])[C:30]([CH3:33])([CH3:32])[CH3:31].